Dataset: CYP3A4 inhibition data for predicting drug metabolism from PubChem BioAssay. Task: Regression/Classification. Given a drug SMILES string, predict its absorption, distribution, metabolism, or excretion properties. Task type varies by dataset: regression for continuous measurements (e.g., permeability, clearance, half-life) or binary classification for categorical outcomes (e.g., BBB penetration, CYP inhibition). Dataset: cyp3a4_veith. The compound is O=[N+]([O-])c1cccc(-c2nc(-c3ccncc3)no2)c1. The result is 1 (inhibitor).